This data is from Forward reaction prediction with 1.9M reactions from USPTO patents (1976-2016). The task is: Predict the product of the given reaction. (1) Given the reactants C([O:5][C:6](=O)[NH:7][C:8]1[S:9][C:10]2[C:16]([C:17]3[CH:22]=[CH:21][CH:20]=[CH:19][CH:18]=3)=[CH:15][CH:14]=[C:13]([O:23][CH3:24])[C:11]=2[N:12]=1)(C)(C)C.[C:26]1([CH2:32][CH2:33][CH2:34][NH2:35])[CH:31]=[CH:30][CH:29]=[CH:28][CH:27]=1, predict the reaction product. The product is: [CH3:24][O:23][C:13]1[C:11]2[N:12]=[C:8]([NH:7][C:6]([NH:35][CH2:34][CH2:33][CH2:32][C:26]3[CH:31]=[CH:30][CH:29]=[CH:28][CH:27]=3)=[O:5])[S:9][C:10]=2[C:16]([C:17]2[CH:18]=[CH:19][CH:20]=[CH:21][CH:22]=2)=[CH:15][CH:14]=1. (2) Given the reactants [OH:1][C:2]1[N:9]=[C:8]([CH3:10])[CH:7]=[CH:6][C:3]=1[C:4]#[N:5].[OH-].[K+].I[CH:14]([CH3:16])[CH3:15], predict the reaction product. The product is: [CH:14]([O:1][C:2]1[N:9]=[C:8]([CH3:10])[CH:7]=[CH:6][C:3]=1[C:4]#[N:5])([CH3:16])[CH3:15]. (3) Given the reactants [CH:1]([O:4][C:5]1[CH:10]=[CH:9][CH:8]=[CH:7][C:6]=1[OH:11])([CH3:3])[CH3:2].F[C:13]1[CH:18]=[CH:17][CH:16]=[CH:15][C:14]=1[N+:19]([O-:21])=[O:20].[CH3:22][O:23]C1C=CC=CC=1OC1C=CC=CC=1N.[CH:38]([O:41][C:42]1[CH:55]=[CH:54][CH:53]=[CH:52][C:43]=1[O:44][C:45]1[CH:51]=[CH:50][CH:49]=[CH:48][C:46]=1[NH2:47])([CH3:40])[CH3:39].[NH2:56][C:57]1[S:58][CH:59]=[CH:60][N:61]=1, predict the reaction product. The product is: [CH:1]([O:4][C:5]1[CH:10]=[CH:9][CH:8]=[CH:7][C:6]=1[O:11][C:13]1[CH:18]=[CH:17][CH:16]=[CH:15][C:14]=1[N+:19]([O-:21])=[O:20])([CH3:3])[CH3:2].[CH:38]([O:41][C:42]1[CH:55]=[CH:54][CH:53]=[CH:52][C:43]=1[O:44][C:45]1[CH:51]=[CH:50][CH:49]=[CH:48][C:46]=1[NH:47][C:22]([NH:56][C:57]1[S:58][CH:59]=[CH:60][N:61]=1)=[O:23])([CH3:40])[CH3:39].